Dataset: Experimentally validated miRNA-target interactions with 360,000+ pairs, plus equal number of negative samples. Task: Binary Classification. Given a miRNA mature sequence and a target amino acid sequence, predict their likelihood of interaction. (1) Result: 0 (no interaction). The protein sequence of the target gene is MANYSHAADNILQNLSPLTAFLKLTSLGFIIGVSVVGNLLISILLVKDKTLHRAPYYFLLDLCCSDILRSAICFPFVFNSVKNGSTWTYGTLTCKVIAFLGVLSCFHTAFMLFCISVTRYLAIAHHRFYTKRLTFWTCLAVICMVWTLSVAMAFPPVLDVGTYSFIREEDQCTFQHRSFRANDSLGFMLLLALILLATQLVYLKLIFFVHDRRKMKPVQFVAAVSQNWTFHGPGASGQAAANWLAGFGRGPTPPTLLGIRQNANTTGRRRLLVLDEFKMEKRISRMFYIMTFLFLTLWGP.... The miRNA is gga-miR-9-5p with sequence UCUUUGGUUAUCUAGCUGUAUGA. (2) The miRNA is mmu-miR-6953-5p with sequence AAGGGGCAGGGGCAGGGAUUCAAGUG. The protein sequence of the target gene is MALDLRTIFQCEPSENNLGSENSAFQQSQGPAVQREEGISEFSRMVLNSFQDSNNSYARQELQRLYRIFHSWLQPEKHSKDEIISLLVLEQFMIGGHCNDKASVKEKWKSSGKNLERFIEDLTDDSINPPALVHVHMQGQEALFSEDMPLRDVIVHLTKQVNAQTTREANMGTPSQTSQDTSLETGQGYEDEQDGWNSSSKTTRVNENITNQGNQIVSLIIIQEENGPRPEEGGVSSDNPYNSKRAELVTARSQEGSINGITFQGVPMVMGAGCISQPEQSSPESALTHQSNEGNSTCEV.... Result: 0 (no interaction). (3) The miRNA is hsa-miR-3621 with sequence CGCGGGUCGGGGUCUGCAGG. The protein sequence of the target gene is MNPNCARCGKIVYPTEKVNCLDKYWHKACFHCETCKMTLNMKNYKGYEKKPYCNAHYPKQSFTMVADTPENLRLKQQSELQSQVRYKEEFEKNKGKGFSVVADTPELQRIKKTQDQISNIKYHEEFEKSRMGPSGGEGVEPERREAQDSSSYRRPTEQQQPQPHHIPTSAPVYQQPQQQQMTSSYGGYKEPAAPVSIQRSAPGGGGKRYRAVYDYSAADEDEVSFQDGDTIVNVQQIDDGWMYGTVERTGDTGMLPANYVEAI. Result: 0 (no interaction).